This data is from Aqueous solubility values for 9,982 compounds from the AqSolDB database. The task is: Regression/Classification. Given a drug SMILES string, predict its absorption, distribution, metabolism, or excretion properties. Task type varies by dataset: regression for continuous measurements (e.g., permeability, clearance, half-life) or binary classification for categorical outcomes (e.g., BBB penetration, CYP inhibition). For this dataset (solubility_aqsoldb), we predict Y. (1) The compound is COc1ccc2ccc(=O)oc2c1. The Y is -3.12 log mol/L. (2) The molecule is COc1c2occc2c(OC)c2c(=O)cc(C)oc12. The Y is -3.02 log mol/L. (3) The molecule is CC(=O)Oc1c(C(C)(C)C)cc([N+](=O)[O-])c(C)c1[N+](=O)[O-]. The Y is -4.47 log mol/L. (4) The drug is O.O.O.O.O.O.O.O=S(=O)([O-])[O-].[Co+2]. The Y is 0.127 log mol/L. (5) The drug is [Hf+4].[O-2].[O-2]. The Y is -7.24 log mol/L. (6) The compound is N#Cc1ccccc1C#N. The Y is -2.38 log mol/L. (7) The drug is CCCCCCOC1O[C@H](CO)[C@@H](O)[C@H](O)[C@H]1O. The Y is -0.659 log mol/L.